From a dataset of Cav3 T-type calcium channel HTS with 100,875 compounds. Binary Classification. Given a drug SMILES string, predict its activity (active/inactive) in a high-throughput screening assay against a specified biological target. (1) The drug is S1(=O)(=O)CC(NC(OCCCC)=O)CC1. The result is 0 (inactive). (2) The compound is S(=O)(=O)(N(c1cc(ccc1)C(=O)C)CC(OC)=O)C. The result is 0 (inactive).